The task is: Predict which catalyst facilitates the given reaction.. This data is from Catalyst prediction with 721,799 reactions and 888 catalyst types from USPTO. (1) Reactant: [F:1][C:2]([F:9])([F:8])[C:3]1[N:4]=[N:5][NH:6][N:7]=1.C(=O)([O-])[O-].[K+].[K+].Br[CH2:17][C:18]([C:20]1[CH:24]=[C:23]([C:25]([O:27][CH2:28][CH3:29])=[O:26])[N:22]([C:30]2[C:35]([Cl:36])=[CH:34][CH:33]=[CH:32][N:31]=2)[N:21]=1)=[O:19]. Product: [Cl:36][C:35]1[C:30]([N:22]2[C:23]([C:25]([O:27][CH2:28][CH3:29])=[O:26])=[CH:24][C:20]([C:18](=[O:19])[CH2:17][N:5]3[N:6]=[N:7][C:3]([C:2]([F:9])([F:8])[F:1])=[N:4]3)=[N:21]2)=[N:31][CH:32]=[CH:33][CH:34]=1. The catalyst class is: 10. (2) Reactant: [CH:1]1[C:9]2[C:8]3[CH2:10][CH2:11][CH2:12][CH2:13][CH2:14][CH2:15][C:7]=3[O:6][C:5]=2[CH:4]=[CH:3][C:2]=1[NH2:16].Cl.[C:18](Cl)(=[O:25])[C:19]1[CH:24]=[CH:23][N:22]=[CH:21][CH:20]=1. Product: [CH:1]1[C:9]2[C:8]3[CH2:10][CH2:11][CH2:12][CH2:13][CH2:14][CH2:15][C:7]=3[O:6][C:5]=2[CH:4]=[CH:3][C:2]=1[NH:16][C:18](=[O:25])[C:19]1[CH:24]=[CH:23][N:22]=[CH:21][CH:20]=1. The catalyst class is: 68. (3) Reactant: C[O:2][C:3](=[O:34])[CH2:4][C:5]1[CH:10]=[CH:9][C:8]([C:11]#[C:12][C:13]2[CH:14]=[C:15]3[C:20](=[C:21]([C:23]#[C:24][Si](C)(C)C)[CH:22]=2)[O:19][C:18]([CH3:30])([CH3:29])[CH2:17][C:16]3([CH3:32])[CH3:31])=[CH:7][C:6]=1[F:33].CO.O1CCCC1.O.[OH-].[Li+]. Product: [C:23]([C:21]1[CH:22]=[C:13]([C:12]#[C:11][C:8]2[CH:9]=[CH:10][C:5]([CH2:4][C:3]([OH:34])=[O:2])=[C:6]([F:33])[CH:7]=2)[CH:14]=[C:15]2[C:20]=1[O:19][C:18]([CH3:29])([CH3:30])[CH2:17][C:16]2([CH3:32])[CH3:31])#[CH:24]. The catalyst class is: 6. (4) Reactant: [N+:1]([C:4]1[CH:9]=[CH:8][C:7]([N:10]2[C:14]3=[N:15][C:16]4[C:17](=[N:18][CH:19]=[CH:20][CH:21]=4)[N:13]3[CH2:12][CH2:11]2)=[CH:6][CH:5]=1)([O-])=O. Product: [N:10]1([C:7]2[CH:6]=[CH:5][C:4]([NH2:1])=[CH:9][CH:8]=2)[C:14]2=[N:15][C:16]3[C:17](=[N:18][CH:19]=[CH:20][CH:21]=3)[N:13]2[CH2:12][CH2:11]1. The catalyst class is: 43. (5) Product: [CH2:4]=[C:3]1[C:8]2[CH:9]=[CH:10][S:6][C:7]=2[CH2:14][CH2:1][CH2:2]1. Reactant: [CH2:1]([Li])[CH2:2][CH2:3][CH3:4].[S:6]1[CH:10]=[CH:9][C:8]2C(=O)CC[CH2:14][C:7]1=2. The catalyst class is: 597. (6) The catalyst class is: 12. Reactant: [CH2:1]([O:8][C:9]1[C:14](=[O:15])[N:13]=[C:12]([CH2:16][C:17]2[CH:22]=[CH:21][C:20]([Cl:23])=[CH:19][C:18]=2Br)[N:11]2[CH2:25][CH2:26][N:27]([CH:30]([CH3:32])[CH3:31])[C:28](=[O:29])[C:10]=12)[C:2]1[CH:7]=[CH:6][CH:5]=[CH:4][CH:3]=1.[F:33][C:34]1[CH:35]=[C:36](B(O)O)[CH:37]=[CH:38][CH:39]=1.C(=O)([O-])[O-].[K+].[K+].C1(P(C2CCCCC2)C2C=CC=CC=2C2C(OC)=CC=CC=2OC)CCCCC1. Product: [CH2:1]([O:8][C:9]1[C:14](=[O:15])[N:13]=[C:12]([CH2:16][C:17]2[CH:22]=[CH:21][C:20]([Cl:23])=[CH:19][C:18]=2[C:38]2[CH:37]=[CH:36][CH:35]=[C:34]([F:33])[CH:39]=2)[N:11]2[CH2:25][CH2:26][N:27]([CH:30]([CH3:32])[CH3:31])[C:28](=[O:29])[C:10]=12)[C:2]1[CH:7]=[CH:6][CH:5]=[CH:4][CH:3]=1.